Dataset: Catalyst prediction with 721,799 reactions and 888 catalyst types from USPTO. Task: Predict which catalyst facilitates the given reaction. (1) Reactant: COC1C=CC(C([NH:18][C:19]([C:21]2[C:29]3[CH:28]=[C:27]([C:30]4[C:35]([CH3:36])=[CH:34][N:33]=[C:32](Cl)[N:31]=4)[S:26][C:25]=3[CH:24]=[CH:23][CH:22]=2)=[O:20])C2C=CC(OC)=CC=2)=CC=1.C(OC([N:45]1[CH2:50][CH2:49][CH:48]([CH2:51][CH2:52][CH2:53][NH2:54])[CH2:47][CH2:46]1)=O)(C)(C)C.C(N(C(C)C)CC)(C)C. Product: [CH3:36][C:35]1[C:30]([C:27]2[S:26][C:25]3[CH:24]=[CH:23][CH:22]=[C:21]([C:19]([NH2:18])=[O:20])[C:29]=3[CH:28]=2)=[N:31][C:32]([NH:54][CH2:53][CH2:52][CH2:51][CH:48]2[CH2:49][CH2:50][NH:45][CH2:46][CH2:47]2)=[N:33][CH:34]=1. The catalyst class is: 12. (2) Reactant: [Br:1][C:2]1[CH:3]=[C:4]([N:8]([CH3:11])[CH:9]=O)[CH:5]=[CH:6][CH:7]=1.[CH2:12]([Mg]Br)[CH3:13].CCOCC.C(OCC)(=O)C. Product: [Br:1][C:2]1[CH:3]=[C:4]([N:8]([CH:9]2[CH2:13][CH2:12]2)[CH3:11])[CH:5]=[CH:6][CH:7]=1. The catalyst class is: 188. (3) Reactant: [H-].[Na+].[CH2:3]([O:5][C:6]([C:8]1[N:9]([CH2:17][CH2:18][O:19][CH2:20][CH2:21][OH:22])[C:10]2[C:15]([CH:16]=1)=[CH:14][CH:13]=[CH:12][CH:11]=2)=[O:7])[CH3:4].[CH3:23]I.O. Product: [CH2:3]([O:5][C:6]([C:8]1[N:9]([CH2:17][CH2:18][O:19][CH2:20][CH2:21][O:22][CH3:23])[C:10]2[C:15]([CH:16]=1)=[CH:14][CH:13]=[CH:12][CH:11]=2)=[O:7])[CH3:4]. The catalyst class is: 3. (4) Reactant: [C:1]([N:5]([C:18]([O:20][CH2:21][C:22]1[CH:27]=[CH:26][CH:25]=[CH:24][CH:23]=1)=[O:19])[CH2:6][C:7]([N:9]1[C:13](=[O:14])[CH2:12][CH2:11][C@H:10]1[C:15]([O-:17])=[O:16])=[O:8])([CH3:4])([CH3:3])[CH3:2].FC(F)(F)C(O)=O. Product: [C:1]([N:5]([C:18]([O:20][CH2:21][C:22]1[CH:23]=[CH:24][CH:25]=[CH:26][CH:27]=1)=[O:19])[CH2:6][C:7]([N:9]1[C:13](=[O:14])[CH2:12][CH2:11][C@H:10]1[C:15]([OH:17])=[O:16])=[O:8])([CH3:4])([CH3:2])[CH3:3]. The catalyst class is: 426. (5) The catalyst class is: 11. Reactant: [Br:1][C:2]1[CH:7]=[C:6]([F:8])[CH:5]=[CH:4][C:3]=1[CH2:9][CH2:10][I:11].[CH:12]1[CH:17]=[CH:16][C:15]([P:18]([C:25]2[CH:30]=[CH:29][CH:28]=[CH:27][CH:26]=2)[C:19]2[CH:24]=[CH:23][CH:22]=[CH:21][CH:20]=2)=[CH:14][CH:13]=1. Product: [I-:11].[Br:1][C:2]1[CH:7]=[C:6]([F:8])[CH:5]=[CH:4][C:3]=1[CH2:9][CH2:10][P+:18]([C:19]1[CH:20]=[CH:21][CH:22]=[CH:23][CH:24]=1)([C:25]1[CH:30]=[CH:29][CH:28]=[CH:27][CH:26]=1)[C:15]1[CH:14]=[CH:13][CH:12]=[CH:17][CH:16]=1. (6) Reactant: [O:1]1[CH2:3][CH:2]1[CH2:4][N:5]([CH2:15][CH:16]1[CH2:18][O:17]1)[S:6]([C:9]1[CH:14]=[CH:13][CH:12]=[CH:11][CH:10]=1)(=[O:8])=[O:7].S(=O)(=O)(O)[OH:20].[Cl-].[Na+]. Product: [OH:17][CH2:18][C@H:16]1[O:20][C@@H:2]([CH2:3][OH:1])[CH2:4][N:5]([S:6]([C:9]2[CH:10]=[CH:11][CH:12]=[CH:13][CH:14]=2)(=[O:7])=[O:8])[CH2:15]1. The catalyst class is: 7. (7) Reactant: C([C@@H]1COC(=O)N1[C:10](=[O:23])[C@@:11]([CH3:22])([CH2:14][O:15][CH2:16][CH2:17][Si:18]([CH3:21])([CH3:20])[CH3:19])[CH:12]=[CH2:13])(C)C.OO.O.[OH-].[Li+].S(S([O-])=O)([O-])(=O)=[O:30].[Na+].[Na+].Cl. Product: [CH3:22][C@:11]([CH2:14][O:15][CH2:16][CH2:17][Si:18]([CH3:19])([CH3:20])[CH3:21])([CH:12]=[CH2:13])[C:10]([OH:23])=[O:30]. The catalyst class is: 30. (8) Reactant: [ClH:1].[CH3:2][NH:3][C:4]([C@@H:6]1[N:18](C(OC(C)(C)C)=O)[CH2:17][C:9]2[NH:10][C:11]3[C:16]([C:8]=2[CH2:7]1)=[CH:15][CH:14]=[CH:13][CH:12]=3)=[O:5]. Product: [ClH:1].[CH3:2][NH:3][C:4]([C@@H:6]1[NH:18][CH2:17][C:9]2[NH:10][C:11]3[C:16]([C:8]=2[CH2:7]1)=[CH:15][CH:14]=[CH:13][CH:12]=3)=[O:5]. The catalyst class is: 1. (9) Reactant: C(OC([N:8]1[CH2:13][CH2:12][N:11]([C:14]2[C:22]3[NH:21][C:20](=[O:23])[N:19]([CH2:24][C:25]4[CH:30]=[CH:29][CH:28]=[CH:27][CH:26]=4)[C:18]=3[CH:17]=[CH:16][CH:15]=2)[CH2:10][CH2:9]1)=O)(C)(C)C.C(O)C.[ClH:34]. Product: [ClH:34].[CH2:24]([N:19]1[C:18]2[CH:17]=[CH:16][CH:15]=[C:14]([N:11]3[CH2:12][CH2:13][NH:8][CH2:9][CH2:10]3)[C:22]=2[NH:21][C:20]1=[O:23])[C:25]1[CH:26]=[CH:27][CH:28]=[CH:29][CH:30]=1. The catalyst class is: 13.